Dataset: Full USPTO retrosynthesis dataset with 1.9M reactions from patents (1976-2016). Task: Predict the reactants needed to synthesize the given product. (1) The reactants are: [CH3:1]N(C)C(CC)CN(C)C.N#N.CCO.[Li]C(CC)C.[Cl:21][C:22]1[CH:30]=[CH:29][C:25]([C:26]([OH:28])=[O:27])=[CH:24][CH:23]=1. Given the product [Cl:21][C:22]1[CH:30]=[CH:29][C:25]([C:26]([OH:28])=[O:27])=[C:24]([CH3:1])[CH:23]=1, predict the reactants needed to synthesize it. (2) Given the product [C:1]([C:3]1[CH:11]=[CH:10][C:6]([C:7]2[O:8][N:15]=[C:14]([C:16]3[CH:17]=[CH:18][C:19]([C:22]4[CH:27]=[CH:26][C:25]([O:28][CH2:29][CH2:30][CH2:31][C:32]([OH:34])=[O:33])=[CH:24][CH:23]=4)=[CH:20][CH:21]=3)[N:13]=2)=[CH:5][CH:4]=1)#[N:2], predict the reactants needed to synthesize it. The reactants are: [C:1]([C:3]1[CH:11]=[CH:10][C:6]([C:7](Cl)=[O:8])=[CH:5][CH:4]=1)#[N:2].O[NH:13][C:14]([C:16]1[CH:21]=[CH:20][C:19]([C:22]2[CH:27]=[CH:26][C:25]([O:28][CH2:29][CH2:30][CH2:31][C:32]([OH:34])=[O:33])=[CH:24][CH:23]=2)=[CH:18][CH:17]=1)=[NH:15].N1C=CC=CC=1. (3) Given the product [C:23]1([NH:29][C:30](=[O:31])[C:32]2[CH:37]=[CH:36][C:35]([C:2]3[CH:7]=[CH:6][N:5]=[C:4]4[CH:8]=[C:9]([C:11]5[CH:16]=[C:15]([O:17][CH3:18])[C:14]([O:19][CH3:20])=[C:13]([O:21][CH3:22])[CH:12]=5)[O:10][C:3]=34)=[CH:34][CH:33]=2)[CH:24]=[CH:25][CH:26]=[CH:27][CH:28]=1, predict the reactants needed to synthesize it. The reactants are: Cl[C:2]1[CH:7]=[CH:6][N:5]=[C:4]2[CH:8]=[C:9]([C:11]3[CH:16]=[C:15]([O:17][CH3:18])[C:14]([O:19][CH3:20])=[C:13]([O:21][CH3:22])[CH:12]=3)[O:10][C:3]=12.[C:23]1([NH:29][C:30]([C:32]2[CH:37]=[CH:36][C:35](B(O)O)=[CH:34][CH:33]=2)=[O:31])[CH:28]=[CH:27][CH:26]=[CH:25][CH:24]=1. (4) Given the product [F:7][C:8]1[CH:16]=[CH:15][C:14]([C:32]2[CH:31]=[N:30][CH:35]=[CH:34][CH:33]=2)=[C:13]2[C:9]=1[CH2:10][N:11]([CH2:19][CH2:20][C:21]1[N:22]=[C:23]3[CH:28]=[CH:27][CH:26]=[CH:25][N:24]3[CH:29]=1)[C:12]2=[O:18], predict the reactants needed to synthesize it. The reactants are: C([O-])([O-])=O.[K+].[K+].[F:7][C:8]1[CH:16]=[CH:15][C:14](I)=[C:13]2[C:9]=1[CH2:10][N:11]([CH2:19][CH2:20][C:21]1[N:22]=[C:23]3[CH:28]=[CH:27][CH:26]=[CH:25][N:24]3[CH:29]=1)[C:12]2=[O:18].[N:30]1[CH:35]=[CH:34][CH:33]=[C:32](B(O)O)[CH:31]=1.O.